This data is from NCI-60 drug combinations with 297,098 pairs across 59 cell lines. The task is: Regression. Given two drug SMILES strings and cell line genomic features, predict the synergy score measuring deviation from expected non-interaction effect. Drug 1: C1=CN(C(=O)N=C1N)C2C(C(C(O2)CO)O)O.Cl. Drug 2: CC1=C(C(CCC1)(C)C)C=CC(=CC=CC(=CC(=O)O)C)C. Cell line: A498. Synergy scores: CSS=26.7, Synergy_ZIP=-8.15, Synergy_Bliss=-4.19, Synergy_Loewe=-25.4, Synergy_HSA=-2.73.